From a dataset of Full USPTO retrosynthesis dataset with 1.9M reactions from patents (1976-2016). Predict the reactants needed to synthesize the given product. (1) Given the product [Cl:8][C:9]1[CH:10]=[CH:11][C:12]([O:29][CH3:30])=[C:13]([NH:15][C:16]2[NH:20][C:19]3[CH:21]=[CH:22][C:23]([S:25]([N:5]4[CH2:6][CH2:7][N:2]([CH3:1])[CH2:3][CH2:4]4)(=[O:27])=[O:26])=[CH:24][C:18]=3[N:17]=2)[CH:14]=1, predict the reactants needed to synthesize it. The reactants are: [CH3:1][N:2]1[CH2:7][CH2:6][NH:5][CH2:4][CH2:3]1.[Cl:8][C:9]1[CH:10]=[CH:11][C:12]([O:29][CH3:30])=[C:13]([NH:15][C:16]2[NH:20][C:19]3[CH:21]=[CH:22][C:23]([S:25](Cl)(=[O:27])=[O:26])=[CH:24][C:18]=3[N:17]=2)[CH:14]=1. (2) Given the product [CH2:3]([O:14][C:15]1[CH:16]=[C:17]([CH:22]=[CH:23][CH:24]=1)[C:18]([OH:20])=[O:19])[CH2:4][CH2:5][C:6]#[C:7][CH2:8][CH2:9][CH2:10][CH2:11][CH2:12][CH3:13], predict the reactants needed to synthesize it. The reactants are: [OH-].[Na+].[CH2:3]([O:14][C:15]1[CH:16]=[C:17]([CH:22]=[CH:23][CH:24]=1)[C:18]([O:20]C)=[O:19])[CH2:4][CH2:5][C:6]#[C:7][CH2:8][CH2:9][CH2:10][CH2:11][CH2:12][CH3:13]. (3) Given the product [S:26]1[C:27]2[CH:33]=[CH:32][CH:31]=[CH:30][C:28]=2[N:29]=[C:25]1[O:24][C:22]1[CH:21]=[CH:20][C:19]2[C:15]([CH2:14][N:11]3[CH2:10][CH2:9][CH:8]([NH:7][S:44]([CH3:43])(=[O:46])=[O:45])[CH2:13][CH2:12]3)=[CH:16][O:17][C:18]=2[CH:23]=1, predict the reactants needed to synthesize it. The reactants are: C(OC(=O)[NH:7][CH:8]1[CH2:13][CH2:12][N:11]([CH2:14][C:15]2[C:19]3[CH:20]=[CH:21][C:22]([O:24][C:25]4[S:26][C:27]5[CH:33]=[CH:32][CH:31]=[CH:30][C:28]=5[N:29]=4)=[CH:23][C:18]=3[O:17][CH:16]=2)[CH2:10][CH2:9]1)(C)(C)C.Cl.CCN(CC)CC.[CH3:43][S:44](O[S:44]([CH3:43])(=[O:46])=[O:45])(=[O:46])=[O:45]. (4) Given the product [CH:31]1([CH2:30][O:29][C:22]2[CH:23]=[CH:24][C:25]([O:27][CH3:28])=[CH:26][C:21]=2[C:20]2[C:15]3[NH:14][C:13]([CH3:34])=[C:12]([C:10]([NH:9][C@H:6]4[CH2:7][CH2:8][C@@H:3]([NH:2][C:40](=[O:41])[C@@H:39]([OH:38])[CH3:43])[CH2:4][CH2:5]4)=[O:11])[C:16]=3[N:17]=[CH:18][N:19]=2)[CH2:32][CH2:33]1, predict the reactants needed to synthesize it. The reactants are: Cl.[NH2:2][C@@H:3]1[CH2:8][CH2:7][C@H:6]([NH:9][C:10]([C:12]2[C:16]3[N:17]=[CH:18][N:19]=[C:20]([C:21]4[CH:26]=[C:25]([O:27][CH3:28])[CH:24]=[CH:23][C:22]=4[O:29][CH2:30][CH:31]4[CH2:33][CH2:32]4)[C:15]=3[NH:14][C:13]=2[CH3:34])=[O:11])[CH2:5][CH2:4]1.C([O:38][C@@H:39]([CH3:43])[C:40](Cl)=[O:41])(=O)C. (5) The reactants are: O[C:2]1[C:7]([C:8](=[O:18])[CH2:9][C:10]([N:12]2[CH2:17][CH2:16][O:15][CH2:14][CH2:13]2)=[O:11])=[CH:6][CH:5]=[CH:4][C:3]=1[O:19][S:20]([C:23]([F:26])([F:25])[F:24])(=[O:22])=[O:21].FC(F)(F)S(OS(C(F)(F)F)(=O)=O)(=O)=O.CCOCC. Given the product [N:12]1([C:10]2[O:11][C:2]3[C:7]([C:8](=[O:18])[CH:9]=2)=[CH:6][CH:5]=[CH:4][C:3]=3[O:19][S:20]([C:23]([F:26])([F:24])[F:25])(=[O:21])=[O:22])[CH2:13][CH2:14][O:15][CH2:16][CH2:17]1, predict the reactants needed to synthesize it.